This data is from Forward reaction prediction with 1.9M reactions from USPTO patents (1976-2016). The task is: Predict the product of the given reaction. (1) Given the reactants [CH2:1]([O:8][C:9](=[O:19])[CH2:10][C:11]1([C:16]([OH:18])=O)[CH2:15][CH2:14][CH2:13][CH2:12]1)[C:2]1[CH:7]=[CH:6][CH:5]=[CH:4][CH:3]=1.CCN=C=NCCCN(C)C.Cl.C1C=CC2N(O)N=NC=2C=1.[Cl:42][C:43]1[CH:44]=[C:45]([C:49]2[CH:54]=[CH:53][C:52]([CH2:55][C@@H:56]([C:58]3[NH:62][N:61]=[N:60][N:59]=3)[NH2:57])=[CH:51][CH:50]=2)[CH:46]=[CH:47][CH:48]=1, predict the reaction product. The product is: [Cl:42][C:43]1[CH:44]=[C:45]([C:49]2[CH:50]=[CH:51][C:52]([CH2:55][C@H:56]([NH:57][C:16]([C:11]3([CH2:10][C:9]([O:8][CH2:1][C:2]4[CH:3]=[CH:4][CH:5]=[CH:6][CH:7]=4)=[O:19])[CH2:12][CH2:13][CH2:14][CH2:15]3)=[O:18])[C:58]3[NH:62][N:61]=[N:60][N:59]=3)=[CH:53][CH:54]=2)[CH:46]=[CH:47][CH:48]=1. (2) Given the reactants Br[CH2:2][CH2:3][CH2:4][CH2:5][CH2:6][CH2:7][C:8]1[C:14]2[CH:15]=[CH:16][C:17]([OH:19])=[CH:18][C:13]=2[CH2:12][CH2:11][CH2:10][C:9]=1[C:20]1[CH:25]=[CH:24][C:23]([F:26])=[C:22]([OH:27])[CH:21]=1.[CH3:28][NH:29][CH2:30][CH2:31][CH2:32][CH2:33][CH2:34][S:35]([CH2:38][CH2:39][CH2:40][C:41]([F:47])([F:46])[C:42]([F:45])([F:44])[F:43])(=[O:37])=[O:36], predict the reaction product. The product is: [F:26][C:23]1[CH:24]=[CH:25][C:20]([C:9]2[CH2:10][CH2:11][CH2:12][C:13]3[CH:18]=[C:17]([OH:19])[CH:16]=[CH:15][C:14]=3[C:8]=2[CH2:7][CH2:6][CH2:5][CH2:4][CH2:3][CH2:2][N:29]([CH3:28])[CH2:30][CH2:31][CH2:32][CH2:33][CH2:34][S:35]([CH2:38][CH2:39][CH2:40][C:41]([F:47])([F:46])[C:42]([F:43])([F:44])[F:45])(=[O:36])=[O:37])=[CH:21][C:22]=1[OH:27].